The task is: Predict which catalyst facilitates the given reaction.. This data is from Catalyst prediction with 721,799 reactions and 888 catalyst types from USPTO. (1) Reactant: [F:1][C:2]1[CH:3]=[C:4]([S:9](Cl)(=[O:11])=[O:10])[CH:5]=[CH:6][C:7]=1[F:8].Cl.CN.[CH2:16]([N:18](CC)CC)C.O. Product: [F:1][C:2]1[CH:3]=[C:4]([S:9]([NH:18][CH3:16])(=[O:11])=[O:10])[CH:5]=[CH:6][C:7]=1[F:8]. The catalyst class is: 4. (2) Reactant: Br[CH2:2][C:3]([C:5]1[CH:6]=[N:7][CH:8]=[CH:9][CH:10]=1)=[O:4].[C:11]1(=[O:21])[NH:15][C:14](=[O:16])[C:13]2=[CH:17][CH:18]=[CH:19][CH:20]=[C:12]12.[K].Cl.CC#N. Product: [O:4]=[C:3]([C:5]1[CH:6]=[N:7][CH:8]=[CH:9][CH:10]=1)[CH2:2][N:15]1[C:11](=[O:21])[C:12]2[C:13](=[CH:17][CH:18]=[CH:19][CH:20]=2)[C:14]1=[O:16]. The catalyst class is: 163. (3) Reactant: [CH2:1]([O:8][C:9]1[C:13]([C:14](OCC)=[O:15])=[CH:12][N:11]([CH:19]2[CH2:24][CH2:23][CH2:22][CH2:21][CH2:20]2)[N:10]=1)[C:2]1[CH:7]=[CH:6][CH:5]=[CH:4][CH:3]=1.[H-].[Al+3].[Li+].[H-].[H-].[H-].Cl. Product: [CH2:1]([O:8][C:9]1[C:13]([CH2:14][OH:15])=[CH:12][N:11]([CH:19]2[CH2:24][CH2:23][CH2:22][CH2:21][CH2:20]2)[N:10]=1)[C:2]1[CH:3]=[CH:4][CH:5]=[CH:6][CH:7]=1. The catalyst class is: 7. (4) Reactant: [O:1]=[C:2]1[CH2:5][CH:4]([C:6]#[N:7])[CH2:3]1.[CH2:8](O)[CH2:9][OH:10]. Product: [CH2:3]1[C:2]2([O:10][CH2:9][CH2:8][O:1]2)[CH2:5][CH:4]1[C:6]#[N:7]. The catalyst class is: 626. (5) Reactant: C([C:4]1([CH:8]([O:10][CH:11]2[CH2:16][CH2:15][CH:14]([N:17]3[C:22](=[O:23])[C:21]([CH2:24][C:25]4[CH:30]=[CH:29][C:28]([C:31]5[C:32]([C:37]#[N:38])=[CH:33][CH:34]=[CH:35][CH:36]=5)=[CH:27][CH:26]=4)=[C:20]([CH2:39][CH2:40][CH3:41])[N:19]4[N:42]=[CH:43][N:44]=[C:18]34)[CH2:13][CH2:12]2)[CH3:9])[CH2:7][CH2:6][CH2:5]1)(=O)C.OO.FC(F)(F)C(OC(=O)C(F)(F)F)=[O:50].C(=O)([O-])O.[Na+].S([O-])([O-])(=O)=S.[Na+].[Na+]. Product: [OH:50][C:4]1([CH:8]([O:10][C@H:11]2[CH2:12][CH2:13][C@H:14]([N:17]3[C:22](=[O:23])[C:21]([CH2:24][C:25]4[CH:26]=[CH:27][C:28]([C:31]5[C:32]([C:37]#[N:38])=[CH:33][CH:34]=[CH:35][CH:36]=5)=[CH:29][CH:30]=4)=[C:20]([CH2:39][CH2:40][CH3:41])[N:19]4[N:42]=[CH:43][N:44]=[C:18]34)[CH2:15][CH2:16]2)[CH3:9])[CH2:5][CH2:6][CH2:7]1. The catalyst class is: 22. (6) Reactant: [CH3:1][C:2]1[C:7]([Cl:8])=[CH:6][CH:5]=[CH:4][C:3]=1[N:9]1[C:13](=[O:14])[NH:12][N:11]=[N:10]1.[C:15](=O)([O-])[O-].[K+].[K+].COS(=O)(=O)OC.O.C(=O)(O)[O-].[Na+]. Product: [CH3:1][C:2]1[C:7]([Cl:8])=[CH:6][CH:5]=[CH:4][C:3]=1[N:9]1[C:13](=[O:14])[N:12]([CH3:15])[N:11]=[N:10]1. The catalyst class is: 9. (7) Reactant: [CH3:1][O:2][C:3]1[CH:8]=[CH:7][C:6]([C:9]2[CH:14]=[CH:13][CH:12]=[CH:11][C:10]=2[N+:15]([O-])=O)=[CH:5][CH:4]=1.P(OCC)(OCC)OCC.Cl.[OH-].[Na+]. The catalyst class is: 6. Product: [CH3:1][O:2][C:3]1[CH:8]=[CH:7][C:6]2[C:9]3[C:10](=[CH:11][CH:12]=[CH:13][CH:14]=3)[NH:15][C:5]=2[CH:4]=1.